This data is from Forward reaction prediction with 1.9M reactions from USPTO patents (1976-2016). The task is: Predict the product of the given reaction. (1) Given the reactants [NH2:1][C:2]1[S:3][CH:4]=[CH:5][C:6]=1[C:7]([NH2:9])=[O:8].Cl[C:11](=[O:17])[C:12]([O:14][CH2:15][CH3:16])=[O:13], predict the reaction product. The product is: [C:7]([C:6]1[CH:5]=[CH:4][S:3][C:2]=1[NH:1][C:11](=[O:17])[C:12]([O:14][CH2:15][CH3:16])=[O:13])(=[O:8])[NH2:9]. (2) Given the reactants [OH:1][C:2]1[C:11]2[C:6](=[CH:7][C:8]([CH2:12][C:13]3[CH:18]=[CH:17][CH:16]=[CH:15][CH:14]=3)=[CH:9][N:10]=2)[NH:5][C:4](=[O:19])[C:3]=1[C:20](OCC)=[O:21].[CH3:25][O:26][CH2:27][CH2:28][NH2:29], predict the reaction product. The product is: [OH:1][C:2]1[C:11]2[C:6](=[CH:7][C:8]([CH2:12][C:13]3[CH:18]=[CH:17][CH:16]=[CH:15][CH:14]=3)=[CH:9][N:10]=2)[NH:5][C:4](=[O:19])[C:3]=1[C:20]([NH:29][CH2:28][CH2:27][O:26][CH3:25])=[O:21]. (3) Given the reactants [CH2:1]([N:8]([CH2:17][C:18]1[CH:23]=[CH:22][CH:21]=[CH:20][CH:19]=1)[C:9]1[CH:14]=[CH:13][C:12]([F:15])=[CH:11][C:10]=1[F:16])[C:2]1[CH:7]=[CH:6][CH:5]=[CH:4][CH:3]=1.C([Li])CCC.Cl[C:30]([O:32][CH2:33][C:34]1[CH:39]=[CH:38][CH:37]=[CH:36][CH:35]=1)=[O:31].O, predict the reaction product. The product is: [CH2:33]([O:32][C:30](=[O:31])[C:11]1[C:12]([F:15])=[CH:13][CH:14]=[C:9]([N:8]([CH2:1][C:2]2[CH:3]=[CH:4][CH:5]=[CH:6][CH:7]=2)[CH2:17][C:18]2[CH:23]=[CH:22][CH:21]=[CH:20][CH:19]=2)[C:10]=1[F:16])[C:34]1[CH:39]=[CH:38][CH:37]=[CH:36][CH:35]=1. (4) The product is: [NH2:1][CH2:2][C:3]1[CH:4]=[C:5]([C:9]2[N:14]=[C:13]([C:33]3[CH:34]=[CH:35][N:31]([Si:30]([CH:39]([CH3:41])[CH3:40])([CH:42]([CH3:44])[CH3:43])[CH:28]([CH3:27])[CH3:29])[CH:32]=3)[C:12]3[N:16]=[C:17]([C:21]4[C:22]([NH2:26])=[N:23][O:24][N:25]=4)[N:18]([CH2:19][CH3:20])[C:11]=3[CH:10]=2)[CH:6]=[CH:7][CH:8]=1. Given the reactants [NH2:1][CH2:2][C:3]1[CH:4]=[C:5]([C:9]2[N:14]=[C:13](Cl)[C:12]3[N:16]=[C:17]([C:21]4[C:22]([NH2:26])=[N:23][O:24][N:25]=4)[N:18]([CH2:19][CH3:20])[C:11]=3[CH:10]=2)[CH:6]=[CH:7][CH:8]=1.[CH3:27][CH:28]([Si:30]([CH:42]([CH3:44])[CH3:43])([CH:39]([CH3:41])[CH3:40])[N:31]1[CH:35]=[CH:34][C:33](B(O)O)=[CH:32]1)[CH3:29].C([O-])([O-])=O.[K+].[K+], predict the reaction product.